From a dataset of Full USPTO retrosynthesis dataset with 1.9M reactions from patents (1976-2016). Predict the reactants needed to synthesize the given product. (1) Given the product [CH3:21][S:22]([O:1][CH2:2][C@@H:3]([NH:6][C:7]([O:8][C:9]([CH3:12])([CH3:11])[CH3:10])=[O:13])[CH2:4][CH3:5])(=[O:24])=[O:23], predict the reactants needed to synthesize it. The reactants are: [OH:1][CH2:2][C@@H:3]([NH:6][C:7](=[O:13])[O:8][C:9]([CH3:12])([CH3:11])[CH3:10])[CH2:4][CH3:5].C(N(CC)CC)C.[CH3:21][S:22](Cl)(=[O:24])=[O:23].O. (2) Given the product [CH3:12][O:13][C:14]1[CH:19]=[CH:18][C:17]([C:2]2[CH:3]=[N:4][C:5]3[C:10]([CH:11]=2)=[CH:9][CH:8]=[CH:7][CH:6]=3)=[CH:16][CH:15]=1, predict the reactants needed to synthesize it. The reactants are: Br[C:2]1[CH:3]=[N:4][C:5]2[C:10]([CH:11]=1)=[CH:9][CH:8]=[CH:7][CH:6]=2.[CH3:12][O:13][C:14]1[CH:19]=[CH:18][C:17](OB(O)O)=[CH:16][CH:15]=1. (3) The reactants are: [Br:1][C:2]1[C:11]2[C:6]3=[C:7]([C:12]([O:14][C:15](=[O:16])[C:5]3=[CH:4][CH:3]=1)=O)[CH:8]=[CH:9][CH:10]=2.[CH2:17]([CH:24]([NH2:32])[CH2:25][CH2:26][CH2:27][CH2:28][CH2:29][CH2:30][CH3:31])[CH2:18][CH2:19][CH2:20][CH2:21][CH2:22][CH3:23]. Given the product [CH2:17]([CH:24]([N:32]1[C:12](=[O:14])[C:7]2=[C:6]3[C:11](=[CH:10][CH:9]=[CH:8]2)[C:2]([Br:1])=[CH:3][CH:4]=[C:5]3[C:15]1=[O:16])[CH2:25][CH2:26][CH2:27][CH2:28][CH2:29][CH2:30][CH3:31])[CH2:18][CH2:19][CH2:20][CH2:21][CH2:22][CH3:23], predict the reactants needed to synthesize it. (4) Given the product [Cl:27][C:28]1[C:29]([CH3:41])=[N:30][N:31]([C:33]2[CH:38]=[CH:37][CH:36]=[C:35]([CH3:39])[C:34]=2[C:13]2[CH:14]=[C:15]3[C:10](=[CH:11][CH:12]=2)[N:9]=[C:8]([NH2:26])[C:7]([N:4]2[CH2:3][CH2:2][O:1][CH2:6][CH2:5]2)=[CH:16]3)[CH:32]=1, predict the reactants needed to synthesize it. The reactants are: [O:1]1[CH2:6][CH2:5][N:4]([C:7]2[C:8]([NH2:26])=[N:9][C:10]3[C:15]([CH:16]=2)=[CH:14][C:13](B2OC(C)(C)C(C)(C)O2)=[CH:12][CH:11]=3)[CH2:3][CH2:2]1.[Cl:27][C:28]1[C:29]([CH3:41])=[N:30][N:31]([C:33]2[CH:38]=[CH:37][CH:36]=[C:35]([CH3:39])[C:34]=2I)[CH:32]=1.C(=O)([O-])[O-].[Na+].[Na+].O. (5) Given the product [CH3:10][O:11][C:12]1[CH:17]=[CH:16][C:15]([CH2:18][CH:19]=[O:20])=[CH:14][CH:13]=1, predict the reactants needed to synthesize it. The reactants are: ClC1C=CC(O)=CC=1O.[CH3:10][O:11][C:12]1[CH:17]=[CH:16][C:15]([CH2:18][C:19](O)=[O:20])=[CH:14][CH:13]=1.CC([O-])=O.[Na+].